Dataset: Reaction yield outcomes from USPTO patents with 853,638 reactions. Task: Predict the reaction yield, written as a fraction of the theoretical maximum amount of product (1.0 means a 100% yield; for example, 0.34 means a 34% yield). (1) The reactants are C(OC([N:8]1[C:16]2[C:11](=[CH:12][CH:13]=[C:14]([F:17])[CH:15]=2)[C:10]([C:18]2[CH:19]=[CH:20][C:21]3[S:25](=[O:27])(=[O:26])[NH:24][CH:23]([C:28]([O:30][CH3:31])=[O:29])[C:22]=3[CH:32]=2)=[CH:9]1)=O)(C)(C)C.Cl.CO. The catalyst is C(Cl)Cl. The product is [F:17][C:14]1[CH:15]=[C:16]2[C:11]([C:10]([C:18]3[CH:19]=[CH:20][C:21]4[S:25](=[O:27])(=[O:26])[NH:24][CH:23]([C:28]([O:30][CH3:31])=[O:29])[C:22]=4[CH:32]=3)=[CH:9][NH:8]2)=[CH:12][CH:13]=1. The yield is 0.850. (2) The reactants are [C:1]([O:5][C:6]([NH:8][C@H:9]1[CH2:14][CH2:13][C@@H:12]([CH2:15]O)[CH2:11][CH2:10]1)=[O:7])([CH3:4])([CH3:3])[CH3:2].C1(P(C2C=CC=CC=2)C2C=CC=CC=2)C=CC=CC=1.[C:36]1(=[O:46])[NH:40][C:39](=[O:41])[C:38]2=[CH:42][CH:43]=[CH:44][CH:45]=[C:37]12.N(C(OC(C)C)=O)=NC(OC(C)C)=O. The catalyst is C1COCC1. The product is [C:1]([O:5][C:6]([NH:8][C@H:9]1[CH2:10][CH2:11][C@@H:12]([CH2:15][N:40]2[C:39](=[O:41])[C:38]3[CH:42]=[CH:43][CH:44]=[CH:45][C:37]=3[C:36]2=[O:46])[CH2:13][CH2:14]1)=[O:7])([CH3:2])([CH3:3])[CH3:4]. The yield is 0.620. (3) The reactants are [Br:1][C:2]1[C:3]([S:11]C(C)(C)C)=[C:4]([C:7]([F:10])=[CH:8][CH:9]=1)[CH:5]=O.Cl.[NH2:17]O.C(O)(C)C.C1(C)C=CC(S(O)(=O)=O)=CC=1. The catalyst is O.C(O)CCC. The product is [Br:1][C:2]1[C:3]2[S:11][N:17]=[CH:5][C:4]=2[C:7]([F:10])=[CH:8][CH:9]=1. The yield is 0.400. (4) The reactants are [C:1]([O:9][C@H:10]1[CH2:15][C:14](=[O:16])[CH2:13][CH2:12][C@@H:11]1[C:17]1[N:21]([CH3:22])[N:20]=[CH:19][CH:18]=1)(=[O:8])[C:2]1[CH:7]=[CH:6][CH:5]=[CH:4][CH:3]=1.[BH4-].[Na+]. The catalyst is C(O)C. The product is [C:1]([O:9][C@H:10]1[CH2:15][C@@H:14]([OH:16])[CH2:13][CH2:12][C@@H:11]1[C:17]1[N:21]([CH3:22])[N:20]=[CH:19][CH:18]=1)(=[O:8])[C:2]1[CH:3]=[CH:4][CH:5]=[CH:6][CH:7]=1. The yield is 0.650. (5) The reactants are [F:1][C:2]1[C:11]([O:12][CH3:13])=[C:10]2[C:5]([CH:6]=[CH:7][C:8](O)=[N:9]2)=[CH:4][CH:3]=1.O=P(Cl)(Cl)[Cl:17]. No catalyst specified. The product is [Cl:17][C:8]1[CH:7]=[CH:6][C:5]2[C:10](=[C:11]([O:12][CH3:13])[C:2]([F:1])=[CH:3][CH:4]=2)[N:9]=1. The yield is 0.900. (6) The reactants are Br[C:2]1[C:10]2[C:5](=[CH:6][CH:7]=[CH:8][CH:9]=2)[N:4]([Si:11]([CH:18]([CH3:20])[CH3:19])([CH:15]([CH3:17])[CH3:16])[CH:12]([CH3:14])[CH3:13])[CH:3]=1.[CH:21]1(B(O)O)[CH2:23][CH2:22]1.[O-]P([O-])([O-])=O.[K+].[K+].[K+].C1(P(C2CCCCC2)C2CCCCC2)CCCCC1. The catalyst is C1(C)C=CC=CC=1.O.C([O-])(=O)C.[Pd+2].C([O-])(=O)C. The product is [CH:21]1([C:2]2[C:10]3[C:5](=[CH:6][CH:7]=[CH:8][CH:9]=3)[N:4]([Si:11]([CH:18]([CH3:20])[CH3:19])([CH:15]([CH3:17])[CH3:16])[CH:12]([CH3:14])[CH3:13])[CH:3]=2)[CH2:23][CH2:22]1. The yield is 0.840.